From a dataset of NCI-60 drug combinations with 297,098 pairs across 59 cell lines. Regression. Given two drug SMILES strings and cell line genomic features, predict the synergy score measuring deviation from expected non-interaction effect. (1) Drug 1: CC1=CC=C(C=C1)C2=CC(=NN2C3=CC=C(C=C3)S(=O)(=O)N)C(F)(F)F. Drug 2: CC1=C2C(C(=O)C3(C(CC4C(C3C(C(C2(C)C)(CC1OC(=O)C(C(C5=CC=CC=C5)NC(=O)OC(C)(C)C)O)O)OC(=O)C6=CC=CC=C6)(CO4)OC(=O)C)O)C)O. Cell line: CCRF-CEM. Synergy scores: CSS=24.9, Synergy_ZIP=12.6, Synergy_Bliss=14.3, Synergy_Loewe=10.8, Synergy_HSA=9.51. (2) Drug 1: CCC1(CC2CC(C3=C(CCN(C2)C1)C4=CC=CC=C4N3)(C5=C(C=C6C(=C5)C78CCN9C7C(C=CC9)(C(C(C8N6C=O)(C(=O)OC)O)OC(=O)C)CC)OC)C(=O)OC)O.OS(=O)(=O)O. Drug 2: CC=C1C(=O)NC(C(=O)OC2CC(=O)NC(C(=O)NC(CSSCCC=C2)C(=O)N1)C(C)C)C(C)C. Cell line: U251. Synergy scores: CSS=36.9, Synergy_ZIP=-1.82, Synergy_Bliss=-2.41, Synergy_Loewe=-10.7, Synergy_HSA=-3.18. (3) Drug 1: C1=CC(=C2C(=C1NCCNCCO)C(=O)C3=C(C=CC(=C3C2=O)O)O)NCCNCCO. Drug 2: C1=CN(C=N1)CC(O)(P(=O)(O)O)P(=O)(O)O. Cell line: RXF 393. Synergy scores: CSS=6.76, Synergy_ZIP=-12.0, Synergy_Bliss=-20.5, Synergy_Loewe=-17.1, Synergy_HSA=-15.9.